From a dataset of Forward reaction prediction with 1.9M reactions from USPTO patents (1976-2016). Predict the product of the given reaction. (1) Given the reactants [OH:1][C:2]1[C:3]([C:12]([N:14]([O:16][CH3:17])[CH3:15])=[O:13])=[CH:4][CH:5]=[C:6]2[C:11]=1[N:10]=[CH:9][CH:8]=[CH:7]2.[Cl:18]N1C(=O)CCC1=O, predict the reaction product. The product is: [Cl:18][C:5]1[CH:4]=[C:3]([C:12]([N:14]([O:16][CH3:17])[CH3:15])=[O:13])[C:2]([OH:1])=[C:11]2[C:6]=1[CH:7]=[CH:8][CH:9]=[N:10]2. (2) Given the reactants CCN=C=NCCCN(C)C.Cl.[Cl:13][C:14]1[CH:19]=[C:18]([Cl:20])[CH:17]=[CH:16][C:15]=1[CH2:21][CH2:22][NH:23][C:24]1[N:29]=[C:28]([O:30][CH3:31])[N:27]=[C:26]([C:32]2[CH:33]=[C:34]([C:38]3([C:44](O)=[O:45])[CH2:43][CH2:42][O:41][CH2:40][CH2:39]3)[CH:35]=[CH:36][CH:37]=2)[CH:25]=1.[CH3:47][S:48]([NH2:51])(=[O:50])=[O:49], predict the reaction product. The product is: [Cl:13][C:14]1[CH:19]=[C:18]([Cl:20])[CH:17]=[CH:16][C:15]=1[CH2:21][CH2:22][NH:23][C:24]1[N:29]=[C:28]([O:30][CH3:31])[N:27]=[C:26]([C:32]2[CH:33]=[C:34]([C:38]3([C:44]([NH:51][S:48]([CH3:47])(=[O:50])=[O:49])=[O:45])[CH2:43][CH2:42][O:41][CH2:40][CH2:39]3)[CH:35]=[CH:36][CH:37]=2)[CH:25]=1. (3) Given the reactants Cl[CH:2]([C:14]1[CH:19]=[CH:18][CH:17]=[CH:16][CH:15]=1)[C:3]([NH:5][C:6]1[CH:11]=[CH:10][C:9]([Cl:12])=[CH:8][C:7]=1[OH:13])=[O:4].C(=O)([O-])[O-].[K+].[K+].O.Cl, predict the reaction product. The product is: [Cl:12][C:9]1[CH:10]=[CH:11][C:6]2[NH:5][C:3](=[O:4])[CH:2]([C:14]3[CH:19]=[CH:18][CH:17]=[CH:16][CH:15]=3)[O:13][C:7]=2[CH:8]=1. (4) Given the reactants [C:1]([N:4]1[CH2:9][CH2:8][O:7][C:6]2[CH:10]=[CH:11][C:12]([C:14]3[S:15][C:16](Cl)=[C:17]([C:19]([O:21][CH2:22][CH3:23])=[O:20])[N:18]=3)=[CH:13][C:5]1=2)(=[O:3])[CH3:2].[CH3:25][NH:26][CH2:27][CH2:28][O:29][C:30]1[CH:35]=[CH:34][CH:33]=[CH:32][CH:31]=1, predict the reaction product. The product is: [C:1]([N:4]1[CH2:9][CH2:8][O:7][C:6]2[CH:10]=[CH:11][C:12]([C:14]3[S:15][C:16]([N:26]([CH3:25])[CH2:27][CH2:28][O:29][C:30]4[CH:35]=[CH:34][CH:33]=[CH:32][CH:31]=4)=[C:17]([C:19]([O:21][CH2:22][CH3:23])=[O:20])[N:18]=3)=[CH:13][C:5]1=2)(=[O:3])[CH3:2].